From a dataset of Full USPTO retrosynthesis dataset with 1.9M reactions from patents (1976-2016). Predict the reactants needed to synthesize the given product. The reactants are: C[O:2][C:3]([C:5]1[CH:6]=[N:7][C:8]([O:22][CH:23]2[CH2:27][CH2:26][CH2:25][CH2:24]2)=[C:9]([C:11]2[CH:16]=[C:15]([C:17]([F:20])([F:19])[F:18])[CH:14]=[CH:13][C:12]=2[Cl:21])[CH:10]=1)=[O:4].O.[OH-].[Na+]. Given the product [Cl:21][C:12]1[CH:13]=[CH:14][C:15]([C:17]([F:18])([F:20])[F:19])=[CH:16][C:11]=1[C:9]1[CH:10]=[C:5]([C:3]([OH:4])=[O:2])[CH:6]=[N:7][C:8]=1[O:22][CH:23]1[CH2:27][CH2:26][CH2:25][CH2:24]1, predict the reactants needed to synthesize it.